This data is from Reaction yield outcomes from USPTO patents with 853,638 reactions. The task is: Predict the reaction yield, written as a fraction of the theoretical maximum amount of product (1.0 means a 100% yield; for example, 0.34 means a 34% yield). The reactants are [NH:1]([C:3]1[N:8]=[CH:7][N:6]=[C:5]2[N:9]([C:12]3[CH:17]=[CH:16][CH:15]=[CH:14][CH:13]=3)[N:10]=[CH:11][C:4]=12)[NH2:2].[CH:18](=O)[C:19]1[CH:24]=[CH:23][N:22]=[CH:21][CH:20]=1. The catalyst is C(O)C.N1CCCC1. The product is [C:12]1([N:9]2[C:5]3=[N:6][CH:7]=[N:8][C:3]([NH:1][N:2]=[CH:18][C:19]4[CH:24]=[CH:23][N:22]=[CH:21][CH:20]=4)=[C:4]3[CH:11]=[N:10]2)[CH:17]=[CH:16][CH:15]=[CH:14][CH:13]=1. The yield is 0.630.